The task is: Predict which catalyst facilitates the given reaction.. This data is from Catalyst prediction with 721,799 reactions and 888 catalyst types from USPTO. (1) Reactant: [NH2:1][CH2:2][C:3]1[CH:24]=[CH:23][C:6]2[N:7]([CH2:12][CH2:13][CH2:14][CH2:15][O:16][C:17](=[O:22])[C:18]([CH3:21])([CH3:20])[CH3:19])[C:8]([CH2:10][OH:11])=[N:9][C:5]=2[CH:4]=1.Cl.CCN(C(C)C)C(C)C.[CH3:35][C:36]([O:39][C:40](O[C:40]([O:39][C:36]([CH3:38])([CH3:37])[CH3:35])=[O:41])=[O:41])([CH3:38])[CH3:37]. Product: [C:36]([O:39][C:40]([NH:1][CH2:2][C:3]1[CH:24]=[CH:23][C:6]2[N:7]([CH2:12][CH2:13][CH2:14][CH2:15][O:16][C:17](=[O:22])[C:18]([CH3:19])([CH3:20])[CH3:21])[C:8]([CH2:10][OH:11])=[N:9][C:5]=2[CH:4]=1)=[O:41])([CH3:38])([CH3:37])[CH3:35]. The catalyst class is: 3. (2) Reactant: [C:1]([O:7][CH2:8][N:9]1[C:13]2[N:14]=[CH:15][N:16]=[C:17]([C:18]3[CH:19]=[N:20][N:21](/[C:23](/[CH:28]4[CH2:32][CH2:31][CH2:30][CH2:29]4)=[CH:24]\[C:25]([NH2:27])=[O:26])[CH:22]=3)[C:12]=2[CH:11]=[CH:10]1)(=[O:6])[C:2]([CH3:5])([CH3:4])[CH3:3].O1CCCC1.[H][H]. Product: [C:1]([O:7][CH2:8][N:9]1[C:13]2[N:14]=[CH:15][N:16]=[C:17]([C:18]3[CH:19]=[N:20][N:21]([CH:23]([CH:28]4[CH2:32][CH2:31][CH2:30][CH2:29]4)[CH2:24][C:25]([NH2:27])=[O:26])[CH:22]=3)[C:12]=2[CH:11]=[CH:10]1)(=[O:6])[C:2]([CH3:4])([CH3:5])[CH3:3]. The catalyst class is: 45. (3) Reactant: [NH2:1][C:2]1[C:7]([N+:8]([O-])=O)=[C:6]([C:11]2[CH:18]=[CH:17][C:14]([C:15]#[N:16])=[CH:13][CH:12]=2)[CH:5]=[CH:4][N:3]=1. Product: [NH2:1][C:2]1[C:7]([NH2:8])=[C:6]([C:11]2[CH:18]=[CH:17][C:14]([C:15]#[N:16])=[CH:13][CH:12]=2)[CH:5]=[CH:4][N:3]=1. The catalyst class is: 19.